This data is from Catalyst prediction with 721,799 reactions and 888 catalyst types from USPTO. The task is: Predict which catalyst facilitates the given reaction. Reactant: C([O:3][C:4](=[O:43])[CH:5]([CH2:22][S:23][C:24]([C:37]1[CH:42]=[CH:41][CH:40]=[CH:39][CH:38]=1)([C:31]1[CH:36]=[CH:35][CH:34]=[CH:33][CH:32]=1)[C:25]1[CH:30]=[CH:29][CH:28]=[CH:27][CH:26]=1)[CH2:6][CH:7]([C:15]([O:17][C:18]([CH3:21])([CH3:20])[CH3:19])=[O:16])[C:8]([O:10][C:11]([CH3:14])([CH3:13])[CH3:12])=[O:9])C.[OH-].[K+]. Product: [C:18]([O:17][C:15](=[O:16])[CH:7]([C:8]([O:10][C:11]([CH3:14])([CH3:13])[CH3:12])=[O:9])[CH2:6][CH:5]([CH2:22][S:23][C:24]([C:31]1[CH:36]=[CH:35][CH:34]=[CH:33][CH:32]=1)([C:37]1[CH:38]=[CH:39][CH:40]=[CH:41][CH:42]=1)[C:25]1[CH:26]=[CH:27][CH:28]=[CH:29][CH:30]=1)[C:4]([OH:43])=[O:3])([CH3:20])([CH3:21])[CH3:19]. The catalyst class is: 8.